This data is from Reaction yield outcomes from USPTO patents with 853,638 reactions. The task is: Predict the reaction yield, written as a fraction of the theoretical maximum amount of product (1.0 means a 100% yield; for example, 0.34 means a 34% yield). The reactants are P(Cl)(Cl)([Cl:3])=O.[F:6][C:7]1[CH:8]=[CH:9][C:10]([CH3:23])=[C:11]([N:13]2[C:17]3[N:18]=[CH:19][NH:20][C:21](=O)[C:16]=3[CH:15]=[N:14]2)[CH:12]=1. No catalyst specified. The product is [Cl:3][C:21]1[N:20]=[CH:19][N:18]=[C:17]2[N:13]([C:11]3[CH:12]=[C:7]([F:6])[CH:8]=[CH:9][C:10]=3[CH3:23])[N:14]=[CH:15][C:16]=12. The yield is 0.950.